Dataset: Catalyst prediction with 721,799 reactions and 888 catalyst types from USPTO. Task: Predict which catalyst facilitates the given reaction. (1) Reactant: [CH3:1][C@@H:2]1[CH2:7][CH2:6][C@H:5]([CH2:8][O:9]S(C)(=O)=O)[CH2:4][N:3]1[C:14]([O:16][C:17]([CH3:20])([CH3:19])[CH3:18])=[O:15].C(=O)([O-])[O-].[Cs+].[Cs+].[F:27][C:28]([F:37])([F:36])[C:29]1[CH:34]=[CH:33][C:32](O)=[CH:31][CH:30]=1.O. Product: [CH3:1][C@@H:2]1[CH2:7][CH2:6][C@H:5]([CH2:8][O:9][C:32]2[CH:33]=[CH:34][C:29]([C:28]([F:37])([F:36])[F:27])=[CH:30][CH:31]=2)[CH2:4][N:3]1[C:14]([O:16][C:17]([CH3:20])([CH3:19])[CH3:18])=[O:15]. The catalyst class is: 3. (2) Product: [C:46]([S:48][CH:13]1[CH2:12][CH2:11][N:10]([C:15]([C:28]2[CH:29]=[CH:30][CH:31]=[CH:32][CH:33]=2)([C:22]2[CH:23]=[CH:24][CH:25]=[CH:26][CH:27]=2)[C:16]2[CH:21]=[CH:20][CH:19]=[CH:18][CH:17]=2)[CH2:9]/[C:8]/1=[CH:7]\[C:3]1[CH:2]=[N:1][CH:6]=[CH:5][CH:4]=1)(=[O:49])[CH3:47]. Reactant: [N:1]1[CH:6]=[CH:5][CH:4]=[C:3](/[CH:7]=[C:8]2\[CH2:9][N:10]([C:15]([C:28]3[CH:33]=[CH:32][CH:31]=[CH:30][CH:29]=3)([C:22]3[CH:27]=[CH:26][CH:25]=[CH:24][CH:23]=3)[C:16]3[CH:21]=[CH:20][CH:19]=[CH:18][CH:17]=3)[CH2:11][CH2:12][CH:13]\2O)[CH:2]=1.CS(Cl)(=O)=O.C(N(CC)CC)C.[C:46]([O-:49])(=[S:48])[CH3:47].[K+]. The catalyst class is: 96.